Dataset: Forward reaction prediction with 1.9M reactions from USPTO patents (1976-2016). Task: Predict the product of the given reaction. (1) The product is: [CH3:1][O:2][C:3](=[O:37])[NH:4][C@H:5]1[CH2:10][CH2:9][N:8]([C:11]2[CH:16]=[C:15]([C:17](=[O:19])[NH2:18])[CH:14]=[C:13]([NH2:20])[C:12]=2[Cl:28])[CH2:7][C@@H:6]1[O:29][Si:30]([C:33]([CH3:35])([CH3:34])[CH3:36])([CH3:31])[CH3:32]. Given the reactants [CH3:1][O:2][C:3](=[O:37])[NH:4][C@H:5]1[CH2:10][CH2:9][N:8]([C:11]2[CH:16]=[C:15]([C:17](=[O:19])[NH2:18])[CH:14]=[C:13]([NH:20]C(OC(C)(C)C)=O)[C:12]=2[Cl:28])[CH2:7][C@@H:6]1[O:29][Si:30]([C:33]([CH3:36])([CH3:35])[CH3:34])([CH3:32])[CH3:31].FC(F)(F)C(O)=O, predict the reaction product. (2) Given the reactants [C:1]([O:5][C:6](=[O:39])[NH:7][C@@H:8]([CH2:29][C:30]1[CH:35]=[CH:34][C:33]([N+:36]([O-])=O)=[CH:32][CH:31]=1)[C@H:9]([OH:28])[CH2:10][NH:11][C:12]1([C:18]2[CH:23]=[CH:22][CH:21]=[C:20]([C:24]([CH3:27])([CH3:26])[CH3:25])[CH:19]=2)[CH2:17][CH2:16][CH2:15][CH2:14][CH2:13]1)([CH3:4])([CH3:3])[CH3:2].O.[BH4-].[Na+], predict the reaction product. The product is: [C:1]([O:5][C:6](=[O:39])[NH:7][C@@H:8]([CH2:29][C:30]1[CH:35]=[CH:34][C:33]([NH2:36])=[CH:32][CH:31]=1)[C@H:9]([OH:28])[CH2:10][NH:11][C:12]1([C:18]2[CH:23]=[CH:22][CH:21]=[C:20]([C:24]([CH3:27])([CH3:26])[CH3:25])[CH:19]=2)[CH2:17][CH2:16][CH2:15][CH2:14][CH2:13]1)([CH3:2])([CH3:3])[CH3:4]. (3) Given the reactants [C:1]([NH:8][C:9]1[CH:14]=[CH:13][C:12]([NH2:15])=[CH:11][CH:10]=1)([O:3]C(C)(C)C)=O.C(N(CC)CC)C.[CH:23]1(Cl)[CH2:28][CH2:27][CH2:26][CH2:25][CH2:24]1, predict the reaction product. The product is: [NH2:15][C:12]1[CH:11]=[CH:10][C:9]([NH:8][C:1]([CH:23]2[CH2:28][CH2:27][CH2:26][CH2:25][CH2:24]2)=[O:3])=[CH:14][CH:13]=1. (4) Given the reactants Br[C:2]1[CH:3]=[C:4]([CH:8]2[O:12]CCO2)[CH:5]=[CH:6][CH:7]=1.[CH3:13][S:14]SC, predict the reaction product. The product is: [CH3:13][S:14][C:2]1[CH:3]=[C:4]([CH:5]=[CH:6][CH:7]=1)[CH:8]=[O:12].